Dataset: Reaction yield outcomes from USPTO patents with 853,638 reactions. Task: Predict the reaction yield, written as a fraction of the theoretical maximum amount of product (1.0 means a 100% yield; for example, 0.34 means a 34% yield). (1) The catalyst is CO. The yield is 0.725. The reactants are [N:1]1[CH:6]=[CH:5][CH:4]=[C:3]([CH:7]=[O:8])[CH:2]=1.[OH-].[K+].[N+:11]([CH2:13][C:14]([N:16]1[CH2:21][CH2:20][O:19][CH2:18][CH2:17]1)=[O:15])#[C-:12]. The product is [N:1]1[CH:6]=[CH:5][CH:4]=[C:3]([C@@H:7]2[O:8][CH:12]=[N:11][C@H:13]2[C:14]([N:16]2[CH2:17][CH2:18][O:19][CH2:20][CH2:21]2)=[O:15])[CH:2]=1. (2) The reactants are [CH:1]1([N:6]2[CH2:11][CH2:10][N:9]([C:12]([C:14]3[CH:15]=[C:16]4[C:20](=[CH:21][CH:22]=3)[NH:19][C:18]([C:23](O)=[O:24])=[CH:17]4)=[O:13])[CH2:8][CH2:7]2)[CH2:5][CH2:4][CH2:3][CH2:2]1.C1(N2CCN(C([C:39]3[CH:40]=[C:41]4[C:45](=[CH:46][CH:47]=3)[NH:44][C:43](C(N3CCS(=O)(=O)CC3)=O)=[CH:42]4)=O)CC2)CCCC1.F[B-](F)(F)F.N1(OC(N(C)C)=[N+](C)C)C2C=CC=CC=2N=N1.N1C2C(=CC=CC=2)CC1.C(N(CC)C(C)C)(C)C. The catalyst is CN(C)C=O. The product is [CH:1]1([N:6]2[CH2:11][CH2:10][N:9]([C:12]([C:14]3[CH:15]=[C:16]4[C:20](=[CH:21][CH:22]=3)[NH:19][C:18]([C:23]([N:44]3[C:45]5[C:41](=[CH:40][CH:39]=[CH:47][CH:46]=5)[CH2:42][CH2:43]3)=[O:24])=[CH:17]4)=[O:13])[CH2:8][CH2:7]2)[CH2:5][CH2:4][CH2:3][CH2:2]1. The yield is 0.490. (3) The catalyst is C(O)C. The product is [F:42][C:13]1[CH:12]=[C:11]([CH:16]=[CH:15][C:14]=1[O:17][CH:18]([C:25]1[CH:30]=[CH:29][C:28]([C:31]2[CH:36]=[CH:35][C:34]([C:37]([F:38])([F:39])[F:40])=[CH:33][CH:32]=2)=[C:27]([CH3:41])[CH:26]=1)[CH2:19][CH2:20][CH2:21][CH2:22][CH2:23][CH3:24])[C:10]([NH:9][CH2:8][CH2:7][C:6]([OH:44])=[O:5])=[O:43]. The yield is 0.830. The reactants are [OH-].[Na+].C([O:5][C:6](=[O:44])[CH2:7][CH2:8][NH:9][C:10](=[O:43])[C:11]1[CH:16]=[CH:15][C:14]([O:17][CH:18]([C:25]2[CH:30]=[CH:29][C:28]([C:31]3[CH:36]=[CH:35][C:34]([C:37]([F:40])([F:39])[F:38])=[CH:33][CH:32]=3)=[C:27]([CH3:41])[CH:26]=2)[CH2:19][CH2:20][CH2:21][CH2:22][CH2:23][CH3:24])=[C:13]([F:42])[CH:12]=1)C. (4) The yield is 0.680. The product is [CH2:1]([C:5]1=[CH:6][N:7]([C:22]([CH3:24])([CH3:23])[CH3:25])[S:8]/[C:9]/1=[N:10]\[C:11](=[O:21])[C:12]1[CH:17]=[C:16]([CH:18]=[O:19])[CH:15]=[CH:14][C:13]=1[O:20][CH3:26])[CH2:2][CH2:3][CH3:4]. The reactants are [CH2:1]([C:5]1=[CH:6][N:7]([C:22]([CH3:25])([CH3:24])[CH3:23])[S:8]/[C:9]/1=[N:10]\[C:11](=[O:21])[C:12]1[CH:17]=[C:16]([CH:18]=[O:19])[CH:15]=[CH:14][C:13]=1[OH:20])[CH2:2][CH2:3][CH3:4].[C:26](=O)([O-])[O-].[Cs+].[Cs+].IC. The catalyst is CN(C=O)C.O. (5) The reactants are [Si:1]([O:8][C:9]1[CH:14]=[CH:13][C:12]([C:15]2[N:16]=[C:17]([C:22]#[C:23][C:24]3[CH:29]=[CH:28][CH:27]=[CH:26][CH:25]=3)[C:18]([NH2:21])=[N:19][CH:20]=2)=[CH:11][CH:10]=1)([C:4]([CH3:7])([CH3:6])[CH3:5])([CH3:3])[CH3:2].[Si:30]([O:37][C:38]1[CH:43]=[CH:42][C:41]([CH2:44][C:45](Cl)=[O:46])=[CH:40][CH:39]=1)([C:33]([CH3:36])([CH3:35])[CH3:34])([CH3:32])[CH3:31].O. The catalyst is CN(C)C1C=CN=CC=1.N1C=CC=CC=1. The product is [Si:30]([O:37][C:38]1[CH:39]=[CH:40][C:41]([CH2:44][C:45]([NH:21][C:18]2[C:17]([C:22]#[C:23][C:24]3[CH:29]=[CH:28][CH:27]=[CH:26][CH:25]=3)=[N:16][C:15]([C:12]3[CH:11]=[CH:10][C:9]([O:8][Si:1]([C:4]([CH3:7])([CH3:5])[CH3:6])([CH3:2])[CH3:3])=[CH:14][CH:13]=3)=[CH:20][N:19]=2)=[O:46])=[CH:42][CH:43]=1)([C:33]([CH3:36])([CH3:35])[CH3:34])([CH3:32])[CH3:31]. The yield is 0.600. (6) The reactants are [CH3:1][O:2][N:3]=[C:4]([CH2:7][C:8]1[C:13]([Cl:14])=[CH:12][C:11]([Cl:15])=[CH:10][C:9]=1[Cl:16])[CH2:5]O.C(N(S(F)(F)[F:23])CC)C. The catalyst is ClCCl. The product is [CH3:1][O:2][N:3]=[C:4]([CH2:7][C:8]1[C:13]([Cl:14])=[CH:12][C:11]([Cl:15])=[CH:10][C:9]=1[Cl:16])[CH2:5][F:23]. The yield is 1.10. (7) The catalyst is C(O)(=O)C. The reactants are OS(O)(=O)=O.[O:6]1[C:15]2[C:10](=[CH:11][CH:12]=[CH:13][CH:14]=2)[C:9](=[O:16])[CH2:8][CH2:7]1.[CH3:17][O:18][C:19](=[O:28])[C:20]1[CH:25]=[CH:24][C:23]([CH:26]=O)=[CH:22][CH:21]=1. The product is [O:16]=[C:9]1[C:10]2[C:15](=[CH:14][CH:13]=[CH:12][CH:11]=2)[O:6][CH2:7][C:8]1=[CH:26][C:23]1[CH:24]=[CH:25][C:20]([C:19]([O:18][CH3:17])=[O:28])=[CH:21][CH:22]=1. The yield is 0.820.